From a dataset of Reaction yield outcomes from USPTO patents with 853,638 reactions. Predict the reaction yield, written as a fraction of the theoretical maximum amount of product (1.0 means a 100% yield; for example, 0.34 means a 34% yield). (1) The reactants are [NH2:1][C:2]1[CH:15]=[CH:14][C:5]([CH2:6][N:7]([CH3:13])[CH2:8][C:9]([O:11][CH3:12])=[O:10])=[CH:4][CH:3]=1.[CH3:16][S:17](Cl)(=[O:19])=[O:18]. The catalyst is N1C=CC=CC=1. The product is [CH3:13][N:7]([CH2:6][C:5]1[CH:4]=[CH:3][C:2]([NH:1][S:17]([CH3:16])(=[O:19])=[O:18])=[CH:15][CH:14]=1)[CH2:8][C:9]([O:11][CH3:12])=[O:10]. The yield is 0.800. (2) The reactants are [C:1]([NH:4][C:5]1[CH:10]=[C:9]([C:11]2[S:15][C:14]([C:16]([O:18][CH2:19][CH3:20])=[O:17])=[C:13](I)[C:12]=2[C:22]#[N:23])[CH:8]=[CH:7][N:6]=1)(=[O:3])[CH3:2].[Cl-].[Cl:25][C:26]1[CH:33]=[CH:32][C:29]([CH2:30][Zn+])=[CH:28][CH:27]=1. The catalyst is O1CCCC1.CC(C)([P](C(C)(C)C)([Pd][P](C(C)(C)C)(C(C)(C)C)C(C)(C)C)C(C)(C)C)C. The product is [C:1]([NH:4][C:5]1[CH:10]=[C:9]([C:11]2[S:15][C:14]([C:16]([O:18][CH2:19][CH3:20])=[O:17])=[C:13]([CH2:30][C:29]3[CH:32]=[CH:33][C:26]([Cl:25])=[CH:27][CH:28]=3)[C:12]=2[C:22]#[N:23])[CH:8]=[CH:7][N:6]=1)(=[O:3])[CH3:2]. The yield is 0.760.